Dataset: Forward reaction prediction with 1.9M reactions from USPTO patents (1976-2016). Task: Predict the product of the given reaction. (1) Given the reactants [Cl:1][C:2]1[N:10]=[C:9]2[C:5]([N:6]=[C:7]([CH2:12][CH:13]=O)[N:8]2[CH3:11])=[C:4]([N:15]2[CH2:20][CH2:19][O:18][CH2:17][CH2:16]2)[N:3]=1.[F:21][C:22]1([F:28])[CH2:27][CH2:26][NH:25][CH2:24][CH2:23]1.Cl.C(N(CC)CC)C.C(O[BH-](OC(=O)C)OC(=O)C)(=O)C.[Na+], predict the reaction product. The product is: [Cl:1][C:2]1[N:10]=[C:9]2[C:5]([N:6]=[C:7]([CH2:12][CH2:13][N:25]3[CH2:26][CH2:27][C:22]([F:28])([F:21])[CH2:23][CH2:24]3)[N:8]2[CH3:11])=[C:4]([N:15]2[CH2:20][CH2:19][O:18][CH2:17][CH2:16]2)[N:3]=1. (2) Given the reactants C([O:4][CH2:5][C:6]1[C:16]2[CH:15]=[CH:14][C:13]3[CH:17]=[CH:18][CH:19]=[C:20](I)[C:12]=3[C:11](=O)[C:10]=2[CH:9]=[CH:8][CH:7]=1)(=O)C.O.[NH2:24][NH2:25], predict the reaction product. The product is: [N:24]1[NH:25][C:9]2[CH:8]=[CH:7][C:6]([CH2:5][OH:4])=[C:16]3[CH:15]=[CH:14][C:13]4[CH:17]=[CH:18][CH:19]=[CH:20][C:12]=4[C:11]=1[C:10]=23. (3) Given the reactants [OH:1][C:2]12[C:13]3[C:8](=[CH:9][CH:10]=[CH:11][CH:12]=3)[C:7](=O)[C:6]1([OH:15])[C:5]1[CH:16]=[CH:17][C:18]([CH:20]([CH3:22])[CH3:21])=[CH:19][C:4]=1[O:3]2.O.[NH2:24][NH2:25], predict the reaction product. The product is: [N:24](=[C:7]1[C:6]2([OH:15])[C:2]([OH:1])([O:3][C:4]3[CH:19]=[C:18]([CH:20]([CH3:22])[CH3:21])[CH:17]=[CH:16][C:5]=32)[C:13]2[C:8]1=[CH:9][CH:10]=[CH:11][CH:12]=2)[NH2:25]. (4) Given the reactants [O:1]1[CH2:6][CH2:5][CH2:4][CH2:3][CH:2]1[O:7][CH:8]1[CH2:10][CH:9]1[C:11]([O:13]CC)=O.[C-]#[N:17].[Na+].N, predict the reaction product. The product is: [O:1]1[CH2:6][CH2:5][CH2:4][CH2:3][CH:2]1[O:7][CH:8]1[CH2:10][CH:9]1[C:11]([NH2:17])=[O:13]. (5) The product is: [CH3:13][O:10][C:9](=[O:11])[C:8]([C:4]1[CH:5]=[CH:6][CH:7]=[C:2]([Br:1])[CH:3]=1)=[O:12]. Given the reactants [Br:1][C:2]1[CH:3]=[C:4]([CH:8]([OH:12])[C:9]([OH:11])=[O:10])[CH:5]=[CH:6][CH:7]=1.[CH3:13][Si](C=[N+]=[N-])(C)C.CC(OI1(OC(C)=O)(OC(C)=O)OC(=O)C2C=CC=CC1=2)=O.C(=O)(O)[O-].[Na+].S([O-])([O-])(=O)=S.[Na+].[Na+], predict the reaction product.